Dataset: NCI-60 drug combinations with 297,098 pairs across 59 cell lines. Task: Regression. Given two drug SMILES strings and cell line genomic features, predict the synergy score measuring deviation from expected non-interaction effect. (1) Drug 1: C1CC2CC3=C(CC1C24CN(S(=O)(=O)N4)CC(F)(F)F)C=CC(=C3)C=CCN5CCC(CC5)C(F)(F)F. Drug 2: CN(CC1=CN=C2C(=N1)C(=NC(=N2)N)N)C3=CC=C(C=C3)C(=O)NC(CCC(=O)O)C(=O)O. Cell line: HCT116. Synergy scores: CSS=44.5, Synergy_ZIP=-6.27, Synergy_Bliss=-12.5, Synergy_Loewe=-16.7, Synergy_HSA=-10.5. (2) Drug 2: C1C(C(OC1N2C=NC3=C2NC=NCC3O)CO)O. Synergy scores: CSS=7.13, Synergy_ZIP=3.84, Synergy_Bliss=5.40, Synergy_Loewe=7.74, Synergy_HSA=4.74. Cell line: NCI/ADR-RES. Drug 1: CCC1(CC2CC(C3=C(CCN(C2)C1)C4=CC=CC=C4N3)(C5=C(C=C6C(=C5)C78CCN9C7C(C=CC9)(C(C(C8N6C)(C(=O)OC)O)OC(=O)C)CC)OC)C(=O)OC)O.OS(=O)(=O)O. (3) Drug 1: CN1C(=O)N2C=NC(=C2N=N1)C(=O)N. Drug 2: C1CC(C1)(C2=CC=C(C=C2)C3=C(C=C4C(=N3)C=CN5C4=NNC5=O)C6=CC=CC=C6)N. Cell line: SW-620. Synergy scores: CSS=37.3, Synergy_ZIP=-0.372, Synergy_Bliss=-0.549, Synergy_Loewe=3.31, Synergy_HSA=3.85. (4) Drug 1: C1=CC(=CC=C1CC(C(=O)O)N)N(CCCl)CCCl.Cl. Drug 2: CCC1(CC2CC(C3=C(CCN(C2)C1)C4=CC=CC=C4N3)(C5=C(C=C6C(=C5)C78CCN9C7C(C=CC9)(C(C(C8N6C=O)(C(=O)OC)O)OC(=O)C)CC)OC)C(=O)OC)O.OS(=O)(=O)O. Cell line: OVCAR-4. Synergy scores: CSS=1.79, Synergy_ZIP=1.27, Synergy_Bliss=0.210, Synergy_Loewe=-24.4, Synergy_HSA=-2.56. (5) Drug 1: C1CCC(CC1)NC(=O)N(CCCl)N=O. Drug 2: C1CCC(C(C1)N)N.C(=O)(C(=O)[O-])[O-].[Pt+4]. Cell line: U251. Synergy scores: CSS=38.1, Synergy_ZIP=-7.93, Synergy_Bliss=3.75, Synergy_Loewe=5.80, Synergy_HSA=6.20. (6) Drug 1: CC1=C2C(C(=O)C3(C(CC4C(C3C(C(C2(C)C)(CC1OC(=O)C(C(C5=CC=CC=C5)NC(=O)OC(C)(C)C)O)O)OC(=O)C6=CC=CC=C6)(CO4)OC(=O)C)O)C)O. Drug 2: CC1C(C(CC(O1)OC2CC(CC3=C2C(=C4C(=C3O)C(=O)C5=C(C4=O)C(=CC=C5)OC)O)(C(=O)CO)O)N)O.Cl. Cell line: NCI-H522. Synergy scores: CSS=48.1, Synergy_ZIP=0.256, Synergy_Bliss=3.70, Synergy_Loewe=3.76, Synergy_HSA=5.20.